This data is from CYP2C19 inhibition data for predicting drug metabolism from PubChem BioAssay. The task is: Regression/Classification. Given a drug SMILES string, predict its absorption, distribution, metabolism, or excretion properties. Task type varies by dataset: regression for continuous measurements (e.g., permeability, clearance, half-life) or binary classification for categorical outcomes (e.g., BBB penetration, CYP inhibition). Dataset: cyp2c19_veith. (1) The molecule is CCOC(=O)C1CCCN(C(=O)c2cc3nc(-c4ccc5c(c4)OCO5)cc(C(F)(F)F)n3n2)C1. The result is 1 (inhibitor). (2) The compound is O=C(COc1cccc2ccccc12)NNC(=O)c1cccs1. The result is 1 (inhibitor). (3) The result is 0 (non-inhibitor). The molecule is CCc1cc2c(nc1CC)CCN(CC/C(C)=N/O[C@@H](C)c1cc(-c3c(C)cc(C)cc3C)no1)C2.